The task is: Regression. Given a peptide amino acid sequence and an MHC pseudo amino acid sequence, predict their binding affinity value. This is MHC class II binding data.. This data is from Peptide-MHC class II binding affinity with 134,281 pairs from IEDB. (1) The peptide sequence is DGTYDITKLGAKPDG. The MHC is DRB1_1101 with pseudo-sequence DRB1_1101. The binding affinity (normalized) is 0.589. (2) The peptide sequence is PQHMLMRVAVGIHQW. The MHC is DRB1_0404 with pseudo-sequence DRB1_0404. The binding affinity (normalized) is 0.347. (3) The peptide sequence is YDKFLANVSTVLTNK. The MHC is DRB1_0404 with pseudo-sequence DRB1_0404. The binding affinity (normalized) is 0.710. (4) The MHC is DRB1_1501 with pseudo-sequence DRB1_1501. The binding affinity (normalized) is 0. The peptide sequence is MLNWPVEAKTVVEGSD. (5) The binding affinity (normalized) is 0.148. The MHC is HLA-DPA10103-DPB10401 with pseudo-sequence HLA-DPA10103-DPB10401. The peptide sequence is AAAGAEAGKATTEEQ.